Predict the product of the given reaction. From a dataset of Forward reaction prediction with 1.9M reactions from USPTO patents (1976-2016). (1) Given the reactants [OH:1][N:2]1[C:6](=[O:7])[C:5]2=[CH:8][CH:9]=[CH:10][CH:11]=[C:4]2[C:3]1=[O:12].N12CCCN=C1C[CH2:17][CH2:16][CH2:15][CH2:14]2.BrC(CC)C, predict the reaction product. The product is: [CH:15]([O:1][N:2]1[C:3](=[O:12])[C:4]2[C:5](=[CH:8][CH:9]=[CH:10][CH:11]=2)[C:6]1=[O:7])([CH2:16][CH3:17])[CH3:14]. (2) Given the reactants [C:1]([O:5][C:6]([N:8]1[CH2:13][CH2:12][N:11]([CH:14]2[CH2:19][CH2:18][NH:17][CH2:16][CH2:15]2)[CH2:10][CH2:9]1)=[O:7])([CH3:4])([CH3:3])[CH3:2].[CH:20]([N:23]=[C:24]=[O:25])([CH3:22])[CH3:21], predict the reaction product. The product is: [C:1]([O:5][C:6]([N:8]1[CH2:9][CH2:10][N:11]([CH:14]2[CH2:19][CH2:18][N:17]([C:24](=[O:25])[NH:23][CH:20]([CH3:22])[CH3:21])[CH2:16][CH2:15]2)[CH2:12][CH2:13]1)=[O:7])([CH3:4])([CH3:2])[CH3:3]. (3) Given the reactants Br[C:2]1[CH:3]=[N:4][N:5]([C:7]([CH3:10])([CH3:9])[CH3:8])[CH:6]=1.[B:11]1([B:11]2[O:15][C:14]([CH3:17])([CH3:16])[C:13]([CH3:19])([CH3:18])[O:12]2)[O:15][C:14]([CH3:17])([CH3:16])[C:13]([CH3:19])([CH3:18])[O:12]1.CC([O-])=O.[K+], predict the reaction product. The product is: [C:7]([N:5]1[CH:6]=[C:2]([B:11]2[O:15][C:14]([CH3:17])([CH3:16])[C:13]([CH3:19])([CH3:18])[O:12]2)[CH:3]=[N:4]1)([CH3:10])([CH3:9])[CH3:8]. (4) Given the reactants [CH3:1][CH2:2][CH2:3][CH2:4][CH2:5][C:6]1[CH:7]=[C:8]([OH:23])[C:9]2[C@@H:15]3[CH:16]=[C:17]([CH3:20])[CH2:18][CH2:19][C@H:14]3[C:13]([CH3:22])([CH3:21])[O:12][C:10]=2[CH:11]=1.[C@]12(CS([O-])(=O)=O)C(C)(C)C(CC1)CC2=O.[OH-].[Na+], predict the reaction product. The product is: [CH3:1][CH2:2][CH2:3][CH2:4][CH2:5][C:6]1[CH:7]=[C:8]([OH:23])[C:9]2[C@@H:15]3[CH:16]=[C:17]([CH3:20])[CH2:18][CH2:19][C@H:14]3[C:13]([CH3:22])([CH3:21])[O:12][C:10]=2[CH:11]=1. (5) Given the reactants [N:1]1([S:11]([C:14]2[CH:22]=[CH:21][C:17]([C:18]([OH:20])=O)=[CH:16][CH:15]=2)(=[O:13])=[O:12])[C:10]2[C:5](=[CH:6][CH:7]=[CH:8][CH:9]=2)[CH2:4][CH2:3][CH2:2]1.[CH3:23][O:24][C:25]1[CH:26]=[C:27]([CH:29]=[CH:30][CH:31]=1)[NH2:28], predict the reaction product. The product is: [N:1]1([S:11]([C:14]2[CH:22]=[CH:21][C:17]([C:18]([NH:28][C:27]3[CH:29]=[CH:30][CH:31]=[C:25]([O:24][CH3:23])[CH:26]=3)=[O:20])=[CH:16][CH:15]=2)(=[O:13])=[O:12])[C:10]2[C:5](=[CH:6][CH:7]=[CH:8][CH:9]=2)[CH2:4][CH2:3][CH2:2]1. (6) Given the reactants [H-].[Na+].[CH2:3]([OH:15])[CH2:4][O:5][CH2:6][CH2:7][O:8][CH2:9][CH2:10][O:11][CH2:12][CH2:13][OH:14].[Si:16](Cl)([C:19]([CH3:22])([CH3:21])[CH3:20])([CH3:18])[CH3:17].C(Cl)Cl.CCO, predict the reaction product. The product is: [CH3:20][C:19]([CH3:22])([Si:16]([CH3:18])([CH3:17])[O:14][CH2:13][CH2:12][O:11][CH2:10][CH2:9][O:8][CH2:7][CH2:6][O:5][CH2:4][CH2:3][OH:15])[CH3:21]. (7) Given the reactants [NH2:1][C:2]1[N:3]([CH2:18][CH3:19])[C:4]2[C:9]([C:10](=[O:16])[C:11]=1[C:12]([NH:14][CH3:15])=[O:13])=[CH:8][CH:7]=[C:6](Cl)[N:5]=2.[CH3:20][O:21][C:22]([CH3:28])([CH2:25][O:26][CH3:27])[C:23]#[CH:24], predict the reaction product. The product is: [NH2:1][C:2]1[N:3]([CH2:18][CH3:19])[C:4]2[C:9]([C:10](=[O:16])[C:11]=1[C:12]([NH:14][CH3:15])=[O:13])=[CH:8][CH:7]=[C:6]([C:24]#[C:23][C:22]([O:21][CH3:20])([CH3:28])[CH2:25][O:26][CH3:27])[N:5]=2. (8) Given the reactants Cl[C:2]1[CH:10]=[CH:9][C:5](C(O)=O)=[CH:4][C:3]=1[N+:11]([O-:13])=O.O.[NH2:15][NH2:16], predict the reaction product. The product is: [CH:9]1[CH:5]=[CH:4][C:3]2[N:11]([OH:13])[N:16]=[N:15][C:2]=2[CH:10]=1. (9) Given the reactants [CH2:1]([C:3](=[CH2:6])[CH2:4][OH:5])[CH3:2].N(C(OCC)=O)=NC(OCC)=O.C1(P(C2C=CC=CC=2)C2C=CC=CC=2)C=CC=CC=1.O[C:39]1[CH:44]=[CH:43][CH:42]=[CH:41][C:40]=1[CH2:45][C:46]([O:48][CH3:49])=[O:47], predict the reaction product. The product is: [CH2:1]([C:3](=[CH2:6])[CH2:4][O:5][C:39]1[CH:44]=[CH:43][CH:42]=[CH:41][C:40]=1[CH2:45][C:46]([O:48][CH3:49])=[O:47])[CH3:2]. (10) Given the reactants [CH:1]([O:14][C:15]1[CH:20]=[CH:19][CH:18]=[CH:17][C:16]=1[N+:21]([O-])=O)([C:8]1[CH:13]=[CH:12][CH:11]=[CH:10][CH:9]=1)[C:2]1[CH:7]=[CH:6][CH:5]=[CH:4][CH:3]=1.[CH:24]([Mg]Br)=[CH2:25].[Cl-].[NH4+], predict the reaction product. The product is: [CH:1]([O:14][C:15]1[CH:20]=[CH:19][CH:18]=[C:17]2[C:16]=1[NH:21][CH:25]=[CH:24]2)([C:8]1[CH:13]=[CH:12][CH:11]=[CH:10][CH:9]=1)[C:2]1[CH:7]=[CH:6][CH:5]=[CH:4][CH:3]=1.